This data is from Reaction yield outcomes from USPTO patents with 853,638 reactions. The task is: Predict the reaction yield, written as a fraction of the theoretical maximum amount of product (1.0 means a 100% yield; for example, 0.34 means a 34% yield). (1) The reactants are [F:1][C:2]([F:7])([F:6])[C:3]([OH:5])=[O:4].[CH:8]1([CH:13]([N:19]2[CH:23]=[C:22]([C:24]3[C:25]4[CH:32]=[CH:31][NH:30][C:26]=4[N:27]=[CH:28][N:29]=3)[CH:21]=[N:20]2)[CH2:14][CH:15]=[C:16]([F:18])[F:17])[CH2:12][CH2:11][CH2:10][CH2:9]1. The catalyst is CO.[Pd]. The product is [F:1][C:2]([F:7])([F:6])[C:3]([OH:5])=[O:4].[CH:8]1([CH:13]([N:19]2[CH:23]=[C:22]([C:24]3[C:25]4[CH:32]=[CH:31][NH:30][C:26]=4[N:27]=[CH:28][N:29]=3)[CH:21]=[N:20]2)[CH2:14][CH2:15][CH:16]([F:17])[F:18])[CH2:12][CH2:11][CH2:10][CH2:9]1. The yield is 0.210. (2) The reactants are C[O:2][C:3]1[CH:8]=[CH:7][C:6]([C:9]([F:12])([F:11])[F:10])=[CH:5][C:4]=1[C:13](=[O:15])[CH3:14].B(Br)(Br)Br. The catalyst is ClCCl.[I-].C([N+](CCCC)(CCCC)CCCC)CCC. The product is [OH:2][C:3]1[CH:8]=[CH:7][C:6]([C:9]([F:10])([F:11])[F:12])=[CH:5][C:4]=1[C:13](=[O:15])[CH3:14]. The yield is 0.350.